This data is from Catalyst prediction with 721,799 reactions and 888 catalyst types from USPTO. The task is: Predict which catalyst facilitates the given reaction. (1) The catalyst class is: 2. Reactant: B(Br)(Br)Br.C(OC([N:12]1[CH:16]=[CH:15][CH:14]=[C:13]1[C:17]1[CH:22]=[C:21]([CH2:23][CH3:24])[CH:20]=[CH:19][C:18]=1[O:25]C)=O)(C)(C)C.O. Product: [CH2:23]([C:21]1[CH:20]=[CH:19][C:18]([OH:25])=[C:17]([C:13]2[NH:12][CH:16]=[CH:15][CH:14]=2)[CH:22]=1)[CH3:24]. (2) Reactant: C1C=C(Cl)C=C(C(OO)=[O:9])C=1.[OH:12][C@H:13]1[CH2:18][CH2:17][C@H:16]2[C@H:19]3[C@H:29]([CH2:30][CH2:31][C@:14]12[CH3:15])[C@:27]1([CH3:28])[C:22]([C:23]([CH3:34])([CH3:33])[C:24](=[O:32])[CH2:25][CH2:26]1)=[CH:21][CH2:20]3.[O-]S([O-])=O.[Na+].[Na+].C([O-])(O)=O.[Na+]. Product: [O:9]1[C@H:21]2[CH2:20][C@@H:19]3[C@@H:29]([C@@:27]4([CH3:28])[CH2:26][CH2:25][C:24](=[O:32])[C:23]([CH3:34])([CH3:33])[C@:22]124)[CH2:30][CH2:31][C@@:14]1([CH3:15])[C@H:16]3[CH2:17][CH2:18][C@@H:13]1[OH:12]. The catalyst class is: 2. (3) The catalyst class is: 1. Reactant: [CH2:1]([C:8]1[S:12][C:11]([NH2:13])=[N:10][C:9]=1[C:14]1[CH:19]=[CH:18][C:17]([O:20][CH3:21])=[CH:16][CH:15]=1)[C:2]1[CH:7]=[CH:6][CH:5]=[CH:4][CH:3]=1.C(N([CH2:27][CH3:28])CC)C.[C:29]1([CH3:39])[CH:34]=[CH:33][C:32]([S:35](Cl)(=[O:37])=[O:36])=[CH:31][CH:30]=1. Product: [CH2:1]([C:8]1[S:12][C:11]([N:13]([S:35]([C:32]2[CH:33]=[CH:34][C:27]([CH3:28])=[CH:30][CH:31]=2)(=[O:37])=[O:36])[S:35]([C:32]2[CH:33]=[CH:34][C:29]([CH3:39])=[CH:30][CH:31]=2)(=[O:37])=[O:36])=[N:10][C:9]=1[C:14]1[CH:15]=[CH:16][C:17]([O:20][CH3:21])=[CH:18][CH:19]=1)[C:2]1[CH:3]=[CH:4][CH:5]=[CH:6][CH:7]=1.